This data is from Forward reaction prediction with 1.9M reactions from USPTO patents (1976-2016). The task is: Predict the product of the given reaction. The product is: [NH2:14][C:15]1[N:20]=[CH:19][C:18]([CH:21]2[O:26][CH2:25][CH2:24][N:23]([C:27]([O:29][C:30]([CH3:33])([CH3:32])[CH3:31])=[O:28])[CH2:22]2)=[CH:17][CH:16]=1. Given the reactants C1(C(=[N:14][C:15]2[N:20]=[CH:19][C:18]([CH:21]3[O:26][CH2:25][CH2:24][N:23]([C:27]([O:29][C:30]([CH3:33])([CH3:32])[CH3:31])=[O:28])[CH2:22]3)=[CH:17][CH:16]=2)C2C=CC=CC=2)C=CC=CC=1.C([O-])=O.[NH4+], predict the reaction product.